From a dataset of Experimental lipophilicity measurements (octanol/water distribution) for 4,200 compounds from AstraZeneca. Regression/Classification. Given a drug SMILES string, predict its absorption, distribution, metabolism, or excretion properties. Task type varies by dataset: regression for continuous measurements (e.g., permeability, clearance, half-life) or binary classification for categorical outcomes (e.g., BBB penetration, CYP inhibition). For this dataset (lipophilicity_astrazeneca), we predict Y. (1) The molecule is Cc1ccccc1C[C@@H](C(=O)O)N1CCC(CN2CCC(Oc3ccc(Cl)c(Cl)c3)CC2)CC1. The Y is 2.54 logD. (2) The compound is CCn1c(=O)ccc2cc(COc3cc(F)cc(C4(OC)CCOCC4)c3)ccc21. The Y is 3.89 logD. (3) The molecule is O=C(O)c1c(Sc2ccccc2)c2cc(Cl)ccc2n1Cc1ccc(Cl)cc1. The Y is 2.96 logD. (4) The drug is C1=CCC(c2cc3ccccc3o2)CNC1. The Y is 1.94 logD. (5) The molecule is CS(=O)(=O)n1c2ccccc2c2cc(NC(=O)CCc3ccncc3)ccc21. The Y is 3.40 logD. (6) The molecule is Cc1cc2nc(NC(=N)N)nc(C)c2cc1C. The Y is 0.700 logD. (7) The compound is O=S(=O)(NCC(c1ccccc1)N1CCCCCC1)c1ccc(Br)s1. The Y is 3.52 logD. (8) The drug is CN[C@@H](C)C(=O)N[C@H](C(=O)N[C@H]1CCCN(S(=O)(=O)Cc2ccccc2)C1)C(C)(C)C. The Y is 0.780 logD.